From a dataset of Reaction yield outcomes from USPTO patents with 853,638 reactions. Predict the reaction yield, written as a fraction of the theoretical maximum amount of product (1.0 means a 100% yield; for example, 0.34 means a 34% yield). The yield is 0.890. The product is [CH:13]1([NH:16][CH2:5][C:4]2[CH:7]=[C:8]([N+:10]([O-:12])=[O:11])[CH:9]=[C:2]([F:1])[CH:3]=2)[CH2:15][CH2:14]1. The reactants are [F:1][C:2]1[CH:3]=[C:4]([CH:7]=[C:8]([N+:10]([O-:12])=[O:11])[CH:9]=1)[CH2:5]Br.[CH:13]1([NH2:16])[CH2:15][CH2:14]1. No catalyst specified.